From a dataset of Catalyst prediction with 721,799 reactions and 888 catalyst types from USPTO. Predict which catalyst facilitates the given reaction. Reactant: Br[CH:2]1[CH2:7][CH2:6][O:5][CH2:4][CH2:3]1.[Mg].II.[CH3:11][C:12]1[O:16][N:15]=[C:14]([CH:17]=[O:18])[CH:13]=1. Product: [CH3:11][C:12]1[O:16][N:15]=[C:14]([CH:17]([CH:2]2[CH2:7][CH2:6][O:5][CH2:4][CH2:3]2)[OH:18])[CH:13]=1. The catalyst class is: 1.